Dataset: Forward reaction prediction with 1.9M reactions from USPTO patents (1976-2016). Task: Predict the product of the given reaction. (1) Given the reactants [OH:1][CH:2]1[CH2:5][N:4]([C:6]([O:8][CH2:9][C:10]2[CH:15]=[CH:14][C:13]([N+:16]([O-:18])=[O:17])=[CH:12][CH:11]=2)=[O:7])[CH2:3]1.[CH3:19][S:20](Cl)(=[O:22])=[O:21].C(N(CC)CC)C, predict the reaction product. The product is: [CH3:19][S:20]([O:1][CH:2]1[CH2:5][N:4]([C:6]([O:8][CH2:9][C:10]2[CH:15]=[CH:14][C:13]([N+:16]([O-:18])=[O:17])=[CH:12][CH:11]=2)=[O:7])[CH2:3]1)(=[O:22])=[O:21]. (2) Given the reactants Cl[C:2]1[N:7]=[C:6]2[CH2:8][CH2:9][CH2:10][C:5]2=[C:4]([C:11]2[CH:12]=[CH:13][C:14]([C:17]#[N:18])=[N:15][CH:16]=2)[CH:3]=1.[F:19][C:20]1[CH:21]=[CH:22][C:23]([CH2:26][OH:27])=[N:24][CH:25]=1.O(C(C)(C)C)[Na].C(Cl)(Cl)Cl, predict the reaction product. The product is: [F:19][C:20]1[CH:21]=[CH:22][C:23]([CH2:26][O:27][C:2]2[N:7]=[C:6]3[CH2:8][CH2:9][CH2:10][C:5]3=[C:4]([C:11]3[CH:12]=[CH:13][C:14]([C:17]#[N:18])=[N:15][CH:16]=3)[CH:3]=2)=[N:24][CH:25]=1.